Dataset: Catalyst prediction with 721,799 reactions and 888 catalyst types from USPTO. Task: Predict which catalyst facilitates the given reaction. (1) Reactant: C1(P(C2C=CC=CC=2)C2C=CC=CC=2)C=CC=CC=1.[N:20]([CH2:23][C:24]1[CH:31]=[CH:30][C:27]([C:28]#[N:29])=[CH:26][CH:25]=1)=[N+]=[N-]. Product: [NH2:29][CH2:28][C:27]1[CH:30]=[CH:31][C:24]([C:23]#[N:20])=[CH:25][CH:26]=1. The catalyst class is: 4. (2) Product: [NH2:26][CH2:25][C:12]1([C:10]([NH:9][CH2:8][C:6]2[O:5][N:4]=[C:3]([Br:2])[CH:7]=2)=[O:11])[CH2:17][CH2:16][NH:15][CH2:14][CH2:13]1. The catalyst class is: 41. Reactant: Cl.[Br:2][C:3]1[CH:7]=[C:6]([CH2:8][NH:9][C:10]([C:12]2([CH2:25][NH:26]C(OC(C)(C)C)=O)[CH2:17][CH2:16][N:15](C(OC(C)(C)C)=O)[CH2:14][CH2:13]2)=[O:11])[O:5][N:4]=1. (3) Reactant: [Br:1][C:2]1[CH:3]=[C:4]([CH:10]=[CH:11][CH:12]=1)[CH2:5][S:6](Cl)(=[O:8])=[O:7].[CH3:13][O:14][C:15]1[CH:22]=[C:21]([O:23][CH3:24])[CH:20]=[CH:19][C:16]=1[CH2:17][NH2:18]. Product: [Br:1][C:2]1[CH:3]=[C:4]([CH2:5][S:6]([NH:18][CH2:17][C:16]2[CH:19]=[CH:20][C:21]([O:23][CH3:24])=[CH:22][C:15]=2[O:14][CH3:13])(=[O:8])=[O:7])[CH:10]=[CH:11][CH:12]=1. The catalyst class is: 4. (4) Reactant: I[C:2]1[CH:7]=[CH:6][CH:5]=[C:4]([O:8][C:9]([F:12])([F:11])[F:10])[CH:3]=1.[CH2:13]([OH:16])[C:14]#[CH:15].N1CCOCC1. Product: [F:10][C:9]([F:12])([F:11])[O:8][C:4]1[CH:3]=[C:2]([C:15]#[C:14][CH2:13][OH:16])[CH:7]=[CH:6][CH:5]=1. The catalyst class is: 747.